Dataset: NCI-60 drug combinations with 297,098 pairs across 59 cell lines. Task: Regression. Given two drug SMILES strings and cell line genomic features, predict the synergy score measuring deviation from expected non-interaction effect. (1) Drug 1: CNC(=O)C1=NC=CC(=C1)OC2=CC=C(C=C2)NC(=O)NC3=CC(=C(C=C3)Cl)C(F)(F)F. Drug 2: CC1CCCC2(C(O2)CC(NC(=O)CC(C(C(=O)C(C1O)C)(C)C)O)C(=CC3=CSC(=N3)C)C)C. Cell line: COLO 205. Synergy scores: CSS=60.5, Synergy_ZIP=1.64, Synergy_Bliss=2.85, Synergy_Loewe=2.46, Synergy_HSA=7.18. (2) Drug 1: CCCS(=O)(=O)NC1=C(C(=C(C=C1)F)C(=O)C2=CNC3=C2C=C(C=N3)C4=CC=C(C=C4)Cl)F. Drug 2: CC12CCC3C(C1CCC2O)C(CC4=C3C=CC(=C4)O)CCCCCCCCCS(=O)CCCC(C(F)(F)F)(F)F. Cell line: OVCAR-8. Synergy scores: CSS=0.560, Synergy_ZIP=0.832, Synergy_Bliss=2.90, Synergy_Loewe=-1.31, Synergy_HSA=0.459. (3) Synergy scores: CSS=-5.05, Synergy_ZIP=4.40, Synergy_Bliss=4.74, Synergy_Loewe=-1.70, Synergy_HSA=-2.07. Drug 2: CC1=C(C=C(C=C1)C(=O)NC2=CC(=CC(=C2)C(F)(F)F)N3C=C(N=C3)C)NC4=NC=CC(=N4)C5=CN=CC=C5. Drug 1: CC1=C(C=C(C=C1)NC2=NC=CC(=N2)N(C)C3=CC4=NN(C(=C4C=C3)C)C)S(=O)(=O)N.Cl. Cell line: DU-145.